Binary Classification. Given a miRNA mature sequence and a target amino acid sequence, predict their likelihood of interaction. From a dataset of Experimentally validated miRNA-target interactions with 360,000+ pairs, plus equal number of negative samples. (1) The miRNA is hsa-miR-1294 with sequence UGUGAGGUUGGCAUUGUUGUCU. The protein sequence of the target gene is MMEGLDDGPDFLSEEDRGLKAINVDLQSDAALQVDISDALSERDKVKFTVHTKSSLPNFKQNEFSVVRQHEEFIWLHDSFVENEDYAGYIIPPAPPRPDFDASREKLQKLGEGEGSMTKEEFTKMKQELEAEYLAIFKKTVAMHEVFLCRVAAHPILRRDLNFHVFLEYNQDLSVRGKNKKEKLEDFFKNMVKSADGVIVSGVKDVDDFFEHERTFLLEYHNRVKDASAKSDRMTRSHKSAADDYNRIGSSLYALGTQDSTDICKFFLKVSELFDKTRKIEARVSADEDLKLSDLLKYYL.... Result: 0 (no interaction). (2) The miRNA is hsa-miR-4282 with sequence UAAAAUUUGCAUCCAGGA. The protein sequence of the target gene is MSKEPLILWLMIEFWWLYLTPVTSETVVTEVLGHRVTLPCLYSSWSHNSNSMCWGKDQCPYSGCKEALIRTDGMRVTSRKSAKYRLQGTIPRGDVSLTILNPSESDSGVYCCRIEVPGWFNDVKINVRLNLQRASTTTHRTATTTTRRTTTTSPTTTRQMTTTPAALPTTVVTTPDLTTGTPLQMTTIAVFTTANTCLSLTPSTLPEEATGLLTPEPSKEGPILTAESETVLPSDSWSSVESTSADTVLLTSKESKVWDLPSTSHVSMWKTSDSVSSPQPGASDTAVPEQNKTTKTGQMD.... Result: 1 (interaction).